Predict the product of the given reaction. From a dataset of Forward reaction prediction with 1.9M reactions from USPTO patents (1976-2016). (1) Given the reactants Br[C:2]1[S:6][C:5]([NH:7][C:8]([NH:10][C:11]2[CH:16]=[CH:15][C:14]([CH3:17])=[CH:13][C:12]=2[C:18]([CH:20]2[CH2:24][CH2:23][CH2:22][CH2:21]2)=[O:19])=[O:9])=[N:4][CH:3]=1.[SH:25][C:26]1[CH:31]=[CH:30][C:29]([CH2:32][C:33]([OH:35])=[O:34])=[CH:28][CH:27]=1, predict the reaction product. The product is: [CH:20]1([C:18]([C:12]2[CH:13]=[C:14]([CH3:17])[CH:15]=[CH:16][C:11]=2[NH:10][C:8](=[O:9])[NH:7][C:5]2[S:6][C:2]([S:25][C:26]3[CH:27]=[CH:28][C:29]([CH2:32][C:33]([OH:35])=[O:34])=[CH:30][CH:31]=3)=[CH:3][N:4]=2)=[O:19])[CH2:24][CH2:23][CH2:22][CH2:21]1. (2) Given the reactants [NH2:1][C:2]1[CH:7]=[CH:6][C:5]([N:8]2[CH2:13][CH2:12][N:11]([CH:14](O)[CH3:15])[CH2:10][CH2:9]2)=[CH:4][C:3]=1[F:17].Cl[C:19]1[N:28]=[CH:27][C:26]2[C:21](=[C:22]([C:29]3[CH:30]=[C:31]([NH:35][C:36](=[O:39])[CH:37]=[CH2:38])[CH:32]=[CH:33][CH:34]=3)[CH:23]=[CH:24][CH:25]=2)[N:20]=1.C(O)(C(F)(F)F)=[O:41], predict the reaction product. The product is: [F:17][C:3]1[CH:4]=[C:5]([N:8]2[CH2:13][CH2:12][N:11]([CH2:14][CH2:15][OH:41])[CH2:10][CH2:9]2)[CH:6]=[CH:7][C:2]=1[NH:1][C:19]1[N:28]=[CH:27][C:26]2[C:21](=[C:22]([C:29]3[CH:30]=[C:31]([NH:35][C:36](=[O:39])[CH:37]=[CH2:38])[CH:32]=[CH:33][CH:34]=3)[CH:23]=[CH:24][CH:25]=2)[N:20]=1. (3) Given the reactants [C:1]1([CH3:14])[CH:6]=[C:5]([CH3:7])[CH:4]=[C:3]([CH3:8])[C:2]=1[S:9]([O:12][NH2:13])(=[O:11])=[O:10].O.[N:16]1[CH:21]=[CH:20][CH:19]=[C:18]([CH2:22][OH:23])[CH:17]=1, predict the reaction product. The product is: [C:1]1([CH3:14])[CH:6]=[C:5]([CH3:7])[CH:4]=[C:3]([CH3:8])[C:2]=1[S:9]([O-:12])(=[O:11])=[O:10].[NH2:13][N+:16]1[CH:21]=[CH:20][CH:19]=[C:18]([CH2:22][OH:23])[CH:17]=1. (4) The product is: [N+:1]([CH2:4][CH2:5][C:6]1[CH:19]=[CH:18][C:9]([CH2:10][O:11][C:12]2[CH:17]=[CH:16][CH:15]=[CH:14][N:13]=2)=[CH:8][CH:7]=1)([O-:3])=[O:2]. Given the reactants [N+:1](/[CH:4]=[CH:5]/[C:6]1[CH:19]=[CH:18][C:9]([CH2:10][O:11][C:12]2[CH:17]=[CH:16][CH:15]=[CH:14][N:13]=2)=[CH:8][CH:7]=1)([O-:3])=[O:2].C(O)(=O)C.[BH4-].[Na+], predict the reaction product. (5) Given the reactants I[C:2]1[CH:7]=[CH:6][C:5]([C:8]2[N:9]([C:19]3[CH:20]=[N:21][CH:22]=[CH:23][CH:24]=3)[CH:10]=[C:11]([C:13]3[CH:18]=[CH:17][CH:16]=[CH:15][N:14]=3)[N:12]=2)=[CH:4][CH:3]=1.[N:25]1[C:29]2[CH:30]=[CH:31][CH:32]=[N:33][C:28]=2[NH:27][CH:26]=1.C([O-])([O-])=O.[Cs+].[Cs+].CN(C)[C@@H]1CCCC[C@H]1N, predict the reaction product. The product is: [N:14]1[CH:15]=[CH:16][CH:17]=[CH:18][C:13]=1[C:11]1[N:12]=[C:8]([C:5]2[CH:6]=[CH:7][C:2]([N:25]3[C:29]4[C:28](=[N:33][CH:32]=[CH:31][CH:30]=4)[N:27]=[CH:26]3)=[CH:3][CH:4]=2)[N:9]([C:19]2[CH:20]=[N:21][CH:22]=[CH:23][CH:24]=2)[CH:10]=1. (6) The product is: [CH2:7]([O:6][P:4]([CH2:9][C:10]1[CH:11]=[CH:12][C:13]([NH:16][C:17]2[N:22]=[C:21]([NH:23][C:24]3[CH:25]=[CH:26][C:27]([C:35]4[CH2:36][CH2:37][N:38]([C:41]([O:43][C:44]([CH3:45])([CH3:46])[CH3:47])=[O:42])[CH2:39][CH:40]=4)=[C:28]4[C:32]=3[C:31](=[O:33])[N:30]([CH3:34])[CH2:29]4)[C:20]([C:48]([F:50])([F:49])[F:51])=[CH:19][N:18]=2)=[C:14]([O:54][CH3:52])[CH:15]=1)([O:3][CH2:1][CH3:2])=[O:5])[CH3:8]. Given the reactants [CH2:1]([O:3][P:4]([CH2:9][C:10]1[CH:15]=[CH:14][C:13]([NH:16][C:17]2[N:22]=[C:21]([NH:23][C:24]3[CH:25]=[CH:26][C:27]([C:35]4[CH2:36][CH2:37][N:38]([C:41]([O:43][C:44]([CH3:47])([CH3:46])[CH3:45])=[O:42])[CH2:39][CH:40]=4)=[C:28]4[C:32]=3[C:31](=[O:33])[N:30]([CH3:34])[CH2:29]4)[C:20]([C:48]([F:51])([F:50])[F:49])=[CH:19][N:18]=2)=[CH:12][CH:11]=1)([O:6][CH2:7][CH3:8])=[O:5])[CH3:2].[CH2:52]([O:54]P(CC1C=CC(NC2N=C(NC3C=CC(Br)=C4C=3C(=O)N(C)C4)C(C(F)(F)F)=CN=2)=C(OC)C=1)(=O)OCC)C, predict the reaction product.